Dataset: Full USPTO retrosynthesis dataset with 1.9M reactions from patents (1976-2016). Task: Predict the reactants needed to synthesize the given product. (1) Given the product [Cl:1][C:2]1[CH:3]=[CH:4][C:5]([C:8]([CH3:13])([CH3:12])[C:9]([NH:14][CH2:15][CH2:16][CH2:17][N:18]2[CH2:19][CH2:20][CH:21]([C:24]3[CH:25]=[C:26]([NH:31][C:32](=[O:36])[CH:33]([CH3:35])[CH3:34])[CH:27]=[CH:28][C:29]=3[F:30])[CH2:22][CH2:23]2)=[O:11])=[CH:6][CH:7]=1, predict the reactants needed to synthesize it. The reactants are: [Cl:1][C:2]1[CH:7]=[CH:6][C:5]([C:8]([CH3:13])([CH3:12])[C:9]([OH:11])=O)=[CH:4][CH:3]=1.[NH2:14][CH2:15][CH2:16][CH2:17][N:18]1[CH2:23][CH2:22][CH:21]([C:24]2[CH:25]=[C:26]([NH:31][C:32](=[O:36])[CH:33]([CH3:35])[CH3:34])[CH:27]=[CH:28][C:29]=2[F:30])[CH2:20][CH2:19]1. (2) Given the product [CH2:10]([O:17][C:5](=[N:6][CH:7]([CH3:9])[CH3:8])[NH:4][CH:1]([CH3:3])[CH3:2])[C:11]1[CH:16]=[CH:15][CH:14]=[CH:13][CH:12]=1, predict the reactants needed to synthesize it. The reactants are: [CH:1]([N:4]=[C:5]=[N:6][CH:7]([CH3:9])[CH3:8])([CH3:3])[CH3:2].[CH2:10]([OH:17])[C:11]1[CH:16]=[CH:15][CH:14]=[CH:13][CH:12]=1. (3) The reactants are: [Br:1][C:2]1[CH:3]=[N:4][C:5]2[N:6]([N:8]=[C:9]([C:11]([OH:13])=O)[CH:10]=2)[CH:7]=1.[CH3:14][CH:15]1[NH:20][CH2:19][CH2:18][N:17]2[C:21]([C:24]3[CH:25]=[N:26][CH:27]=[N:28][CH:29]=3)=[CH:22][CH:23]=[C:16]12. Given the product [Br:1][C:2]1[CH:3]=[N:4][C:5]2[N:6]([N:8]=[C:9]([C:11]([N:20]3[CH2:19][CH2:18][N:17]4[C:21]([C:24]5[CH:25]=[N:26][CH:27]=[N:28][CH:29]=5)=[CH:22][CH:23]=[C:16]4[CH:15]3[CH3:14])=[O:13])[CH:10]=2)[CH:7]=1, predict the reactants needed to synthesize it. (4) Given the product [NH2:4][C:5]1[CH:15]=[CH:14][C:13]([O:16][C:17]2[CH:22]=[CH:21][C:20]([N+:23]([O-:25])=[O:24])=[C:19]([C:26]([O:28][CH3:29])=[O:27])[CH:18]=2)=[CH:12][C:6]=1[C:7]([O:9][CH3:10])=[O:8], predict the reactants needed to synthesize it. The reactants are: C([NH:4][C:5]1[CH:15]=[CH:14][C:13]([O:16][C:17]2[CH:22]=[CH:21][C:20]([N+:23]([O-:25])=[O:24])=[C:19]([C:26]([O:28][CH3:29])=[O:27])[CH:18]=2)=[CH:12][C:6]=1[C:7]([O:9][CH2:10]C)=[O:8])(=O)C.Cl. (5) Given the product [CH2:25]([NH:27][C:18]([C:17]1[CH:21]=[CH:22][C:14]([N:11]2[CH2:10][CH2:9][N:8]([C:6]([O:5][C:1]([CH3:3])([CH3:2])[CH3:4])=[O:7])[CH2:13][CH2:12]2)=[C:15]([CH3:23])[CH:16]=1)=[O:20])[CH3:26], predict the reactants needed to synthesize it. The reactants are: [C:1]([O:5][C:6]([N:8]1[CH2:13][CH2:12][N:11]([C:14]2[CH:22]=[CH:21][C:17]([C:18]([OH:20])=O)=[CH:16][C:15]=2[CH3:23])[CH2:10][CH2:9]1)=[O:7])([CH3:4])([CH3:3])[CH3:2].Cl.[CH2:25]([NH2:27])[CH3:26].Cl.C(N=C=NCCCN(C)C)C.CN1CCOCC1.